From a dataset of Full USPTO retrosynthesis dataset with 1.9M reactions from patents (1976-2016). Predict the reactants needed to synthesize the given product. (1) The reactants are: Br[C:2]1[C:7]([F:8])=[C:6]([Cl:9])[CH:5]=[CH:4][C:3]=1[NH:10][C:11](=[O:16])[C:12]([F:15])([F:14])[F:13].FC(F)(F)C(OC(=O)C(F)(F)F)=O.C(=O)([O-])[O-].[Na+].[Na+].ClC1C=CC(N)=CC=1F. Given the product [Cl:9][C:6]1[CH:5]=[CH:4][C:3]([NH:10][C:11](=[O:16])[C:12]([F:14])([F:15])[F:13])=[CH:2][C:7]=1[F:8], predict the reactants needed to synthesize it. (2) Given the product [C:51]([OH:54])(=[O:53])[CH3:52].[C:20]([N:23]1[CH2:31][C:30]2[C:25](=[CH:26][CH:27]=[CH:28][C:29]=2[C:74]2[CH:75]=[C:70]([C:59]3([C:64]4[CH:69]=[CH:68][CH:67]=[CH:66][CH:65]=4)[N:58]=[C:57]([NH2:56])[N:61]([CH3:62])[C:60]3=[O:63])[CH:71]=[CH:72][CH:73]=2)[CH2:24]1)(=[O:22])[CH3:21], predict the reactants needed to synthesize it. The reactants are: C1(P(C2CCCCC2)C2CCCCC2)CCCCC1.[C:20]([N:23]1[CH2:31][C:30]2[C:25](=[CH:26][CH:27]=[CH:28][C:29]=2Cl)[CH2:24]1)(=[O:22])[CH3:21].CC1(C)C(C)(C)OB(B2OC(C)(C)C(C)(C)O2)O1.[C:51]([O-:54])(=[O:53])[CH3:52].[K+].[NH2:56][C:57]1[N:61]([CH3:62])[C:60](=[O:63])[C:59]([C:70]2[CH:75]=[CH:74][CH:73]=[C:72](Br)[CH:71]=2)([C:64]2[CH:69]=[CH:68][CH:67]=[CH:66][CH:65]=2)[N:58]=1.C(=O)([O-])[O-].[Cs+].[Cs+].